This data is from Forward reaction prediction with 1.9M reactions from USPTO patents (1976-2016). The task is: Predict the product of the given reaction. (1) The product is: [C:1]1([C:9]2[CH:14]=[CH:13][CH:12]=[CH:11][CH:10]=2)[CH:6]=[CH:5][CH:4]=[CH:3][C:2]=1[CH2:7][NH:8][C:28]([NH:27][C:24]1[N:23]([C:37]2[CH:38]=[CH:39][CH:40]=[CH:41][CH:42]=2)[N:22]=[C:21]([C:19]2[CH:18]=[N:17][N:16]([CH3:15])[CH:20]=2)[C:25]=1[CH3:26])=[O:29]. Given the reactants [C:1]1([C:9]2[CH:14]=[CH:13][CH:12]=[CH:11][CH:10]=2)[CH:6]=[CH:5][CH:4]=[CH:3][C:2]=1[CH2:7][NH2:8].[CH3:15][N:16]1[CH:20]=[C:19]([C:21]2[C:25]([CH3:26])=[C:24]([NH:27][C:28](=O)[O:29]C3C=CC=CC=3)[N:23]([C:37]3[CH:42]=[CH:41][CH:40]=[CH:39][CH:38]=3)[N:22]=2)[CH:18]=[N:17]1.CCN(C(C)C)C(C)C, predict the reaction product. (2) Given the reactants Br[C:2]1[CH:3]=[C:4]2[C:9](=[C:10]([O:12][CH3:13])[CH:11]=1)[O:8][CH:7]([C:14]([F:17])([F:16])[F:15])[C:6]([C:18]([O:20][CH2:21][CH3:22])=[O:19])=[CH:5]2.C([O-])(=O)C.[K+].[B:28]1([B:28]2[O:32][C:31]([CH3:34])([CH3:33])[C:30]([CH3:36])([CH3:35])[O:29]2)[O:32][C:31]([CH3:34])([CH3:33])[C:30]([CH3:36])([CH3:35])[O:29]1.O, predict the reaction product. The product is: [CH3:13][O:12][C:10]1[CH:11]=[C:2]([B:28]2[O:32][C:31]([CH3:34])([CH3:33])[C:30]([CH3:36])([CH3:35])[O:29]2)[CH:3]=[C:4]2[C:9]=1[O:8][CH:7]([C:14]([F:17])([F:16])[F:15])[C:6]([C:18]([O:20][CH2:21][CH3:22])=[O:19])=[CH:5]2. (3) The product is: [C:52]([O:55][C:56](=[O:64])[NH:57][CH:58]1[CH2:62][CH2:61][CH2:60][CH:59]1[NH:63][C:5](=[O:7])[C:4]1[C:8]([S:16][CH3:17])=[CH:9][C:10]([C:12]([F:15])([F:14])[F:13])=[CH:11][C:3]=1[O:2][CH3:1])([CH3:54])([CH3:51])[CH3:53]. Given the reactants [CH3:1][O:2][C:3]1[CH:11]=[C:10]([C:12]([F:15])([F:14])[F:13])[CH:9]=[C:8]([S:16][CH3:17])[C:4]=1[C:5]([OH:7])=O.C(N(CC)C(C)C)(C)C.F[P-](F)(F)(F)(F)F.N1(OC(N(C)C)=[N+](C)C)C2N=CC=CC=2N=N1.[CH3:51][C:52]([O:55][C:56](=[O:64])[NH:57][CH:58]1[CH2:62][CH2:61][CH2:60][CH:59]1[NH2:63])([CH3:54])[CH3:53], predict the reaction product. (4) Given the reactants [NH2:1][CH2:2][CH2:3][CH2:4][O:5][C:6]1[CH:41]=[CH:40][C:9]([C:10]([C:12]2[CH:17]=[CH:16][C:15]([NH:18][CH2:19][CH2:20][O:21][CH2:22][CH2:23][O:24][CH2:25][CH2:26][O:27][CH2:28][CH2:29][O:30][CH2:31][CH2:32][C:33]([O:35]C(C)(C)C)=[O:34])=[CH:14][CH:13]=2)=[O:11])=[CH:8][CH:7]=1, predict the reaction product. The product is: [NH2:1][CH2:2][CH2:3][CH2:4][O:5][C:6]1[CH:41]=[CH:40][C:9]([C:10]([C:12]2[CH:17]=[CH:16][C:15]([NH:18][CH2:19][CH2:20][O:21][CH2:22][CH2:23][O:24][CH2:25][CH2:26][O:27][CH2:28][CH2:29][O:30][CH2:31][CH2:32][C:33]([OH:35])=[O:34])=[CH:14][CH:13]=2)=[O:11])=[CH:8][CH:7]=1. (5) Given the reactants [CH2:1]([O:3][C@@H:4]([CH2:10][C:11]1[CH:16]=[CH:15][C:14]([O:17][CH2:18][C:19]2[CH:24]=[CH:23][CH:22]=[C:21]([I:25])[CH:20]=2)=[CH:13][CH:12]=1)[C:5](OCC)=[O:6])[CH3:2].[OH-:26].[K+].C(O[C@@H](CC1C=CC(OCC2C=CC=C(I)C=2)=CC=1)C(O)=O)C.[NH2:51]O, predict the reaction product. The product is: [CH2:1]([O:3][C@@H:4]([CH2:10][C:11]1[CH:16]=[CH:15][C:14]([O:17][CH2:18][C:19]2[CH:24]=[CH:23][CH:22]=[C:21]([I:25])[CH:20]=2)=[CH:13][CH:12]=1)[C:5]([NH:51][OH:26])=[O:6])[CH3:2]. (6) Given the reactants [NH2:1][C@H:2]1[CH2:7][CH2:6][C@H:5]([CH2:8][NH:9][C:10]2[N:15]=[C:14]([N:16]3[C:20]4[CH:21]=[CH:22][CH:23]=[CH:24][C:19]=4[N:18]=[C:17]3[CH:25]([F:27])[F:26])[CH:13]=[C:12]([N:28]3[CH2:33][CH2:32][O:31][CH2:30][CH2:29]3)[N:11]=2)[CH2:4][CH2:3]1.FC(C)COS([C:41]1[CH:46]=[CH:45]C(C)=CC=1)(=O)=O.[C:49](=O)([O-:51])[O-:50].[K+].[K+].O, predict the reaction product. The product is: [F:27][CH:25]([F:26])[C:17]1[N:16]([C:14]2[CH:13]=[C:12]([N:28]3[CH2:29][CH2:30][O:31][CH2:32][CH2:33]3)[N:11]=[C:10]([NH:9][CH2:8][C@H:5]3[CH2:6][CH2:7][C@H:2]([N:1]4[CH2:41][CH:46]([CH3:45])[O:51][C:49]4=[O:50])[CH2:3][CH2:4]3)[N:15]=2)[C:20]2[CH:21]=[CH:22][CH:23]=[CH:24][C:19]=2[N:18]=1. (7) Given the reactants [CH2:1]([C:3]1[C:12]2[C:7](=[CH:8][C:9]([O:15][CH3:16])=[C:10]([O:13][CH3:14])[CH:11]=2)[CH:6]=[C:5]([OH:17])[N:4]=1)[CH3:2].Cl.Cl[CH2:20][C:21]1[C:22]([NH:34][CH2:35][CH3:36])=[N:23][C:24]2[C:29]([CH:30]=1)=[CH:28][C:27]([O:31][CH3:32])=[C:26]([F:33])[CH:25]=2.[Li+].[OH-], predict the reaction product. The product is: [CH2:1]([C:3]1[C:12]2[C:7](=[CH:8][C:9]([O:15][CH3:16])=[C:10]([O:13][CH3:14])[CH:11]=2)[C:6]([CH2:20][C:21]2[C:22]([NH:34][CH2:35][CH3:36])=[N:23][C:24]3[C:29]([CH:30]=2)=[CH:28][C:27]([O:31][CH3:32])=[C:26]([F:33])[CH:25]=3)=[C:5]([OH:17])[N:4]=1)[CH3:2]. (8) Given the reactants C([O:3][C:4](=[O:35])[CH:5]([C:13]1[NH:14][C:15]2[C:20]([C:21]=1[S:22][C:23]([CH3:26])([CH3:25])[CH3:24])=[CH:19][C:18]([O:27][CH2:28][C:29]1[CH:34]=[CH:33][CH:32]=[CH:31][N:30]=1)=[CH:17][CH:16]=2)[CH2:6][C:7]1[CH:12]=[CH:11][CH:10]=[CH:9][CH:8]=1)C.C1COCC1.O.[Li+].[OH-], predict the reaction product. The product is: [C:23]([S:22][C:21]1[C:20]2[C:15](=[CH:16][CH:17]=[C:18]([O:27][CH2:28][C:29]3[CH:34]=[CH:33][CH:32]=[CH:31][N:30]=3)[CH:19]=2)[NH:14][C:13]=1[CH:5]([CH2:6][C:7]1[CH:8]=[CH:9][CH:10]=[CH:11][CH:12]=1)[C:4]([OH:35])=[O:3])([CH3:26])([CH3:24])[CH3:25]. (9) Given the reactants [CH3:1][C:2]1[N:7]=[C:6]([C:8]([NH:10][C:11]23[CH2:18][C:15]([C:19]([O:21]C)=[O:20])([CH2:16][CH2:17]2)[CH2:14][CH2:13][CH2:12]3)=[O:9])[CH:5]=[N:4][CH:3]=1.[Li+].[OH-], predict the reaction product. The product is: [CH3:1][C:2]1[N:7]=[C:6]([C:8]([NH:10][C:11]23[CH2:18][C:15]([C:19]([OH:21])=[O:20])([CH2:16][CH2:17]2)[CH2:14][CH2:13][CH2:12]3)=[O:9])[CH:5]=[N:4][CH:3]=1. (10) The product is: [F:17][C:18]1[C:26]([F:27])=[CH:25][C:21]([C:22]2[O:14][C:13]([C:3]3[C:4]([C:7]4[CH:12]=[CH:11][CH:10]=[CH:9][CH:8]=4)=[N:5][O:6][C:2]=3[CH3:1])=[N:15][N:16]=2)=[C:20]([O:28][CH3:29])[CH:19]=1. Given the reactants [CH3:1][C:2]1[O:6][N:5]=[C:4]([C:7]2[CH:12]=[CH:11][CH:10]=[CH:9][CH:8]=2)[C:3]=1[C:13]([NH:15][NH2:16])=[O:14].[F:17][C:18]1[C:26]([F:27])=[CH:25][C:21]([C:22](O)=O)=[C:20]([O:28][CH3:29])[CH:19]=1, predict the reaction product.